From a dataset of Reaction yield outcomes from USPTO patents with 853,638 reactions. Predict the reaction yield, written as a fraction of the theoretical maximum amount of product (1.0 means a 100% yield; for example, 0.34 means a 34% yield). (1) The reactants are Br[C:2]1[CH:3]=[C:4]([C:16]([NH:18][CH2:19][C:20]2[C:21](=[O:28])[NH:22][C:23]([CH3:27])=[CH:24][C:25]=2[CH3:26])=[O:17])[C:5]2[CH:6]=[N:7][N:8]([CH:11]3[CH2:15][CH2:14][CH2:13][CH2:12]3)[C:9]=2[CH:10]=1.[CH3:29][C:30]1(C)C(C)(C)OB(C=C)O1.C([O-])([O-])=O.[Na+].[Na+].CO.C(Cl)Cl. The catalyst is O1CCOCC1.C1C=CC([P]([Pd]([P](C2C=CC=CC=2)(C2C=CC=CC=2)C2C=CC=CC=2)([P](C2C=CC=CC=2)(C2C=CC=CC=2)C2C=CC=CC=2)[P](C2C=CC=CC=2)(C2C=CC=CC=2)C2C=CC=CC=2)(C2C=CC=CC=2)C2C=CC=CC=2)=CC=1. The product is [CH:11]1([N:8]2[C:9]3[CH:10]=[C:2]([CH:29]=[CH2:30])[CH:3]=[C:4]([C:16]([NH:18][CH2:19][C:20]4[C:21](=[O:28])[NH:22][C:23]([CH3:27])=[CH:24][C:25]=4[CH3:26])=[O:17])[C:5]=3[CH:6]=[N:7]2)[CH2:15][CH2:14][CH2:13][CH2:12]1. The yield is 0.682. (2) The reactants are Br[C:2]1[CH:3]=[C:4]([C:16]([NH:18][CH2:19][C:20]2[C:21](=[O:28])[NH:22][C:23]([CH3:27])=[CH:24][C:25]=2[CH3:26])=[O:17])[C:5]2[CH:6]=[N:7][N:8]([CH:11]3[CH2:15][CH2:14][CH2:13][CH2:12]3)[C:9]=2[CH:10]=1.CC1(C)C(C)(C)OB([C:37]2[CH:38]=[CH:39][C:40]([CH:43]=[O:44])=[N:41][CH:42]=2)O1.C([O-])([O-])=O.[Na+].[Na+]. The catalyst is O1CCOCC1.C1C=CC([P]([Pd]([P](C2C=CC=CC=2)(C2C=CC=CC=2)C2C=CC=CC=2)([P](C2C=CC=CC=2)(C2C=CC=CC=2)C2C=CC=CC=2)[P](C2C=CC=CC=2)(C2C=CC=CC=2)C2C=CC=CC=2)(C2C=CC=CC=2)C2C=CC=CC=2)=CC=1. The product is [CH:11]1([N:8]2[C:9]3[CH:10]=[C:2]([C:37]4[CH:42]=[N:41][C:40]([CH:43]=[O:44])=[CH:39][CH:38]=4)[CH:3]=[C:4]([C:16]([NH:18][CH2:19][C:20]4[C:21](=[O:28])[NH:22][C:23]([CH3:27])=[CH:24][C:25]=4[CH3:26])=[O:17])[C:5]=3[CH:6]=[N:7]2)[CH2:15][CH2:14][CH2:13][CH2:12]1. The yield is 0.943. (3) The reactants are [Br:1][C:2]1[C:3](F)=[C:4]2[C:10]([NH:11][C:12](=[O:21])[C:13]3[CH:18]=[CH:17][CH:16]=[C:15]([O:19][CH3:20])[CH:14]=3)=[CH:9][NH:8][C:5]2=[N:6][CH:7]=1.[NH:23]1[CH2:28][CH2:27][CH2:26][C@@H:25]([NH:29][C:30](=[O:36])[O:31][C:32]([CH3:35])([CH3:34])[CH3:33])[CH2:24]1.CC#N.O. The catalyst is CCCCO. The product is [Br:1][C:2]1[C:3]([N:23]2[CH2:28][CH2:27][CH2:26][C@@H:25]([NH:29][C:30](=[O:36])[O:31][C:32]([CH3:34])([CH3:33])[CH3:35])[CH2:24]2)=[C:4]2[C:10]([NH:11][C:12](=[O:21])[C:13]3[CH:18]=[CH:17][CH:16]=[C:15]([O:19][CH3:20])[CH:14]=3)=[CH:9][NH:8][C:5]2=[N:6][CH:7]=1. The yield is 0.740. (4) The reactants are C(O[CH:4](OCC)[CH2:5][S:6][C:7]1[CH:12]=[CH:11][CH:10]=[CH:9][C:8]=1[Br:13])C. The catalyst is ClC1C=CC=CC=1. The product is [Br:13][C:8]1[C:7]2[S:6][CH:5]=[CH:4][C:12]=2[CH:11]=[CH:10][CH:9]=1. The yield is 0.930. (5) The reactants are [CH2:1]([O:8][C:9]1[C:13](/[CH:14]=[C:15]2/[C:16](=[O:22])[N:17]([CH3:21])[C:18](=[O:20])[S:19]/2)=[CH:12][N:11]([C:23]2[CH:28]=[CH:27][CH:26]=[CH:25][CH:24]=2)[N:10]=1)[C:2]1[CH:7]=[CH:6][CH:5]=[CH:4][CH:3]=1. The catalyst is [Pd].O1CCCC1. The product is [CH2:1]([O:8][C:9]1[C:13]([CH2:14][CH:15]2[S:19][C:18](=[O:20])[N:17]([CH3:21])[C:16]2=[O:22])=[CH:12][N:11]([C:23]2[CH:28]=[CH:27][CH:26]=[CH:25][CH:24]=2)[N:10]=1)[C:2]1[CH:3]=[CH:4][CH:5]=[CH:6][CH:7]=1. The yield is 0.550. (6) The reactants are C([O:6][C@@H:7]([C:9]1[N:14]=[C:13]([N:15]2[CH2:20][CH2:19][N:18]([C:21]3[O:22][C:23]4[CH:24]=[N:25][CH:26]=[CH:27][C:28]=4[N:29]=3)[CH2:17][CH2:16]2)[CH:12]=[CH:11][N:10]=1)[CH3:8])(=O)CCC.C(=O)([O-])[O-].[K+].[K+]. The catalyst is CO.[Cl-].[NH4+]. The product is [N:29]1[C:28]2[CH:27]=[CH:26][N:25]=[CH:24][C:23]=2[O:22][C:21]=1[N:18]1[CH2:17][CH2:16][N:15]([C:13]2[CH:12]=[CH:11][N:10]=[C:9]([C@H:7]([OH:6])[CH3:8])[N:14]=2)[CH2:20][CH2:19]1. The yield is 0.940. (7) The reactants are COC1C=C(OC)C=CC=1C[N:6]([C:30]1[CH:35]=[CH:34][N:33]=[CH:32][N:31]=1)[S:7]([C:10]1[CH:15]=[CH:14][C:13]([O:16][C@H:17]2[CH2:21][CH2:20][CH2:19][C@@H:18]2[C:22]2[N:26]([CH2:27][CH3:28])[N:25]=[CH:24][CH:23]=2)=[CH:12][C:11]=1[F:29])(=[O:9])=[O:8].C([SiH](CC)CC)C.FC(F)(F)C(O)=O. The catalyst is ClCCl. The product is [CH2:27]([N:26]1[C:22]([C@H:18]2[CH2:19][CH2:20][CH2:21][C@@H:17]2[O:16][C:13]2[CH:14]=[CH:15][C:10]([S:7]([NH:6][C:30]3[CH:35]=[CH:34][N:33]=[CH:32][N:31]=3)(=[O:9])=[O:8])=[C:11]([F:29])[CH:12]=2)=[CH:23][CH:24]=[N:25]1)[CH3:28]. The yield is 0.520. (8) The reactants are [N+:1]([C:4]1[CH:12]=[C:11]2[C:7]([CH:8]=[CH:9][NH:10]2)=[CH:6][CH:5]=1)([O-:3])=[O:2].ClS([N:17]=[C:18]=O)(=O)=O.C([O-])(O)=O.[Na+]. The catalyst is CN(C=O)C.CC#N. The product is [N+:1]([C:4]1[CH:12]=[C:11]2[C:7]([C:8]([C:18]#[N:17])=[CH:9][NH:10]2)=[CH:6][CH:5]=1)([O-:3])=[O:2]. The yield is 0.820. (9) The reactants are [Cl:1][C:2]1[N:7]=[CH:6][C:5]([CH:8]([OH:24])[CH:9]([CH2:13][C:14]2[CH:19]=[CH:18][C:17]([C:20]([F:23])([F:22])[F:21])=[CH:16][CH:15]=2)C(O)=O)=[CH:4][CH:3]=1.C1(P(N=[N+]=[N-])(C2C=CC=CC=2)=O)C=CC=CC=1.C([N:44]([CH2:47]C)CC)C.[OH2:49]. The catalyst is O1CCCC1. The product is [Cl:1][C:2]1[N:7]=[CH:6][C:5]([CH:8]2[O:24][C:47](=[O:49])[NH:44][CH:9]2[CH2:13][C:14]2[CH:15]=[CH:16][C:17]([C:20]([F:21])([F:22])[F:23])=[CH:18][CH:19]=2)=[CH:4][CH:3]=1. The yield is 0.870.